Dataset: NCI-60 drug combinations with 297,098 pairs across 59 cell lines. Task: Regression. Given two drug SMILES strings and cell line genomic features, predict the synergy score measuring deviation from expected non-interaction effect. (1) Cell line: RXF 393. Drug 1: C1CCN(CC1)CCOC2=CC=C(C=C2)C(=O)C3=C(SC4=C3C=CC(=C4)O)C5=CC=C(C=C5)O. Drug 2: CCN(CC)CCNC(=O)C1=C(NC(=C1C)C=C2C3=C(C=CC(=C3)F)NC2=O)C. Synergy scores: CSS=-1.70, Synergy_ZIP=0.682, Synergy_Bliss=-4.45, Synergy_Loewe=-6.28, Synergy_HSA=-6.91. (2) Drug 1: COC1=C2C(=CC3=C1OC=C3)C=CC(=O)O2. Drug 2: C1CNP(=O)(OC1)N(CCCl)CCCl. Cell line: MCF7. Synergy scores: CSS=2.51, Synergy_ZIP=-3.60, Synergy_Bliss=-4.51, Synergy_Loewe=-3.17, Synergy_HSA=-2.93. (3) Drug 1: CS(=O)(=O)CCNCC1=CC=C(O1)C2=CC3=C(C=C2)N=CN=C3NC4=CC(=C(C=C4)OCC5=CC(=CC=C5)F)Cl. Cell line: HL-60(TB). Drug 2: CC1=C(C(=O)C2=C(C1=O)N3CC4C(C3(C2COC(=O)N)OC)N4)N. Synergy scores: CSS=38.4, Synergy_ZIP=0.405, Synergy_Bliss=-0.685, Synergy_Loewe=-45.8, Synergy_HSA=-2.84. (4) Drug 1: CC1CC2C3CCC4=CC(=O)C=CC4(C3(C(CC2(C1(C(=O)CO)O)C)O)F)C. Drug 2: C1CC(CNC1)C2=CC=C(C=C2)N3C=C4C=CC=C(C4=N3)C(=O)N. Cell line: SK-OV-3. Synergy scores: CSS=9.27, Synergy_ZIP=2.65, Synergy_Bliss=5.33, Synergy_Loewe=9.81, Synergy_HSA=9.86.